This data is from Reaction yield outcomes from USPTO patents with 853,638 reactions. The task is: Predict the reaction yield, written as a fraction of the theoretical maximum amount of product (1.0 means a 100% yield; for example, 0.34 means a 34% yield). The reactants are [CH:1]1([CH2:4][O:5][C:6]2[CH:7]=[CH:8][C:9]3[O:13][C:12]([CH:14]([NH:18][C:19]4[CH:20]=[CH:21][C:22]([C:25]([N:27]([CH3:35])[CH2:28][CH2:29][C:30]([O:32]CC)=[O:31])=[O:26])=[N:23][CH:24]=4)[CH:15]([CH3:17])[CH3:16])=[C:11]([CH3:36])[C:10]=3[CH:37]=2)[CH2:3][CH2:2]1. The catalyst is C(O)C.O1CCCC1.[OH-].[Na+]. The product is [CH:1]1([CH2:4][O:5][C:6]2[CH:7]=[CH:8][C:9]3[O:13][C:12]([CH:14]([NH:18][C:19]4[CH:20]=[CH:21][C:22]([C:25]([N:27]([CH3:35])[CH2:28][CH2:29][C:30]([OH:32])=[O:31])=[O:26])=[N:23][CH:24]=4)[CH:15]([CH3:17])[CH3:16])=[C:11]([CH3:36])[C:10]=3[CH:37]=2)[CH2:2][CH2:3]1. The yield is 0.900.